Dataset: Full USPTO retrosynthesis dataset with 1.9M reactions from patents (1976-2016). Task: Predict the reactants needed to synthesize the given product. Given the product [Cl:2][C:3]1[N:4]=[C:5]([C:13]2[CH:18]=[CH:17][CH:16]=[CH:15][C:14]=2[CH3:19])[C:6]2[CH2:12][N:11]([C:36]([NH:35][C:31]3[CH:32]=[CH:33][CH:34]=[C:29]([CH2:27][CH3:28])[CH:30]=3)=[O:37])[CH2:10][CH2:9][C:7]=2[N:8]=1, predict the reactants needed to synthesize it. The reactants are: [Cl-].[Cl:2][C:3]1[N:4]=[C:5]([C:13]2[CH:18]=[CH:17][CH:16]=[CH:15][C:14]=2[CH3:19])[C:6]2[CH2:12][NH2+:11][CH2:10][CH2:9][C:7]=2[N:8]=1.C(N(CC)CC)C.[CH2:27]([C:29]1[CH:30]=[C:31]([N:35]=[C:36]=[O:37])[CH:32]=[CH:33][CH:34]=1)[CH3:28].O.